This data is from Forward reaction prediction with 1.9M reactions from USPTO patents (1976-2016). The task is: Predict the product of the given reaction. (1) The product is: [CH3:1][C:2]1[N:3]=[C:4]2[CH:12]=[CH:11][CH:10]=[C:9]3[N:5]2[C:6]=1[C:7]([S:13][CH2:14][CH2:15][CH2:16][CH2:17][CH2:18][NH:19][C:30](=[O:29])[C:32]([F:35])([F:34])[F:33])=[N:8]3. Given the reactants [CH3:1][C:2]1[N:3]=[C:4]2[CH:12]=[CH:11][CH:10]=[C:9]3[N:5]2[C:6]=1[C:7]([S:13][CH2:14][CH2:15][CH2:16][CH2:17][CH2:18][NH2:19])=[N:8]3.C(N(CC)CC)C.CC[O:29][C:30]([C:32]([F:35])([F:34])[F:33])=O, predict the reaction product. (2) The product is: [CH3:17][O:18][C:19]([C@@H:21]1[CH2:25][CH2:24][CH2:23][N:22]1[C:26]([NH:27][C:28]1[CH:33]=[CH:32][C:31]([S:34]([N:37]2[CH2:42][CH2:41][CH:40]([CH2:43][NH:1][CH2:2][C@H:3]([OH:4])[C:5]3[CH:6]=[CH:7][C:8]([OH:16])=[C:9]([NH:11][S:12]([CH3:15])(=[O:14])=[O:13])[CH:10]=3)[CH2:39][CH2:38]2)(=[O:35])=[O:36])=[CH:30][CH:29]=1)=[O:45])=[O:20]. Given the reactants [NH2:1][CH2:2][C@@H:3]([C:5]1[CH:6]=[CH:7][C:8]([OH:16])=[C:9]([NH:11][S:12]([CH3:15])(=[O:14])=[O:13])[CH:10]=1)[OH:4].[CH3:17][O:18][C:19]([C@@H:21]1[CH2:25][CH2:24][CH2:23][N:22]1[C:26](=[O:45])[NH:27][C:28]1[CH:33]=[CH:32][C:31]([S:34]([N:37]2[CH2:42][CH2:41][CH:40]([CH:43]=O)[CH2:39][CH2:38]2)(=[O:36])=[O:35])=[CH:30][CH:29]=1)=[O:20].C(O)(=O)C.C([BH3-])#N.[Na+], predict the reaction product. (3) Given the reactants [CH3:1][N:2]([CH3:41])[CH2:3][CH2:4][N:5]1[C:14]2[C:9](=[CH:10][C:11]([C:15]3[CH:16]=[N:17][C:18]([NH:30][C:31]([NH:33][CH2:34][CH2:35][CH3:36])=[O:32])=[CH:19][C:20]=3[C:21]3[S:22][CH:23]=[C:24]([C:26]([F:29])([F:28])[F:27])[N:25]=3)=[CH:12][CH:13]=2)[C:8](=[O:37])[C:7]([C:38]([OH:40])=O)=[CH:6]1.CN(C(ON1N=NC2C=CC=NC1=2)=[N+](C)C)C.F[P-](F)(F)(F)(F)F.C(N(C(C)C)CC)(C)C.[CH3:75][N:76]([CH3:86])[S:77]([N:80]1[CH2:85][CH2:84][NH:83][CH2:82][CH2:81]1)(=[O:79])=[O:78], predict the reaction product. The product is: [CH3:1][N:2]([CH3:41])[CH2:3][CH2:4][N:5]1[C:14]2[C:9](=[CH:10][C:11]([C:15]3[CH:16]=[N:17][C:18]([NH:30][C:31]([NH:33][CH2:34][CH2:35][CH3:36])=[O:32])=[CH:19][C:20]=3[C:21]3[S:22][CH:23]=[C:24]([C:26]([F:28])([F:27])[F:29])[N:25]=3)=[CH:12][CH:13]=2)[C:8](=[O:37])[C:7]([C:38]([N:83]2[CH2:82][CH2:81][N:80]([S:77]([N:76]([CH3:86])[CH3:75])(=[O:79])=[O:78])[CH2:85][CH2:84]2)=[O:40])=[CH:6]1. (4) Given the reactants C(O[C:9](=[O:37])[C@H:10]([NH:29][C:30]([O:32][C:33]([CH3:36])([CH3:35])[CH3:34])=[O:31])[CH2:11][CH2:12][C:13]1[N:17]([CH2:18][CH:19]2[CH2:24][CH2:23][CH2:22][CH2:21][CH2:20]2)[C:16]2[CH:25]=[CH:26][CH:27]=[CH:28][C:15]=2[N:14]=1)C1C=CC=CC=1.CCN=C=NCCCN(C)C.Cl.C1C=CC2N(O)N=NC=2C=1.[C:60]([O:79][NH2:80])([C:73]1[CH:78]=[CH:77][CH:76]=[CH:75][CH:74]=1)([C:67]1[CH:72]=[CH:71][CH:70]=[CH:69][CH:68]=1)[C:61]1[CH:66]=[CH:65][CH:64]=[CH:63][CH:62]=1, predict the reaction product. The product is: [C:33]([O:32][C:30]([NH:29][C@H:10]([CH2:11][CH2:12][C:13]1[N:17]([CH2:18][CH:19]2[CH2:24][CH2:23][CH2:22][CH2:21][CH2:20]2)[C:16]2[CH:25]=[CH:26][CH:27]=[CH:28][C:15]=2[N:14]=1)[C:9]([NH:80][O:79][C:60]([C:61]1[CH:66]=[CH:65][CH:64]=[CH:63][CH:62]=1)([C:73]1[CH:74]=[CH:75][CH:76]=[CH:77][CH:78]=1)[C:67]1[CH:68]=[CH:69][CH:70]=[CH:71][CH:72]=1)=[O:37])=[O:31])([CH3:34])([CH3:36])[CH3:35].